From a dataset of Catalyst prediction with 721,799 reactions and 888 catalyst types from USPTO. Predict which catalyst facilitates the given reaction. Reactant: O[C:2]1[CH:6]=[C:5](N2[C:6]3[CH:2]=[C:3]([CH2:21]S(C)(=O)=O)C=C[C:5]=3N=C2)S[C:3]=1[C:21](OC)=O.[Cl:25][C:26]1[C:31]([O:32][Si](C(C)(C)C)(C)C)=[CH:30][CH:29]=[CH:28][C:27]=1[C@@H:40]([OH:42])[CH3:41].C1(P(C2C=CC=CC=2)C2C=CC(N(C)C)=CC=2)C=CC=CC=1.[CH3:78][C:77]([O:76][C:74](/[N:73]=[N:73]/[C:74]([O:76][C:77]([CH3:80])([CH3:79])[CH3:78])=[O:75])=[O:75])([CH3:80])[CH3:79]. Product: [Cl:25][C:26]1[C:27]([C@@H:40]([OH:42])[CH3:41])=[CH:28][CH:29]=[CH:30][C:31]=1[O:32][CH:2]1[CH2:6][CH2:5][N:73]([C:74]([O:76][C:77]([CH3:78])([CH3:79])[CH3:80])=[O:75])[CH2:21][CH2:3]1. The catalyst class is: 1.